From a dataset of Full USPTO retrosynthesis dataset with 1.9M reactions from patents (1976-2016). Predict the reactants needed to synthesize the given product. (1) The reactants are: [C:1]([C:3]1[C:8]([C:9]([C:17]2[CH:22]=[CH:21][CH:20]=[C:19]([O:23][CH3:24])[CH:18]=2)=[N:10]S(C(C)(C)C)=O)=[CH:7][CH:6]=[CH:5][N:4]=1)#[N:2].Br[C:26]1[CH:31]=[CH:30][N:29]=[C:28]([C:32]([F:35])([F:34])[F:33])[CH:27]=1. Given the product [CH3:24][O:23][C:19]1[CH:18]=[C:17]([C:9]2([C:26]3[CH:31]=[CH:30][N:29]=[C:28]([C:32]([F:35])([F:34])[F:33])[CH:27]=3)[C:8]3[C:3](=[N:4][CH:5]=[CH:6][CH:7]=3)[C:1]([NH2:2])=[N:10]2)[CH:22]=[CH:21][CH:20]=1, predict the reactants needed to synthesize it. (2) Given the product [CH:1]([O:4][C:5]([N:7]1[CH2:12][CH2:11][CH:10]([O:13][C:14]2[C:19]([C:20]#[N:21])=[C:18]([NH:22][C:23]3[CH:28]=[CH:27][C:26]([N:31]4[CH2:36][CH2:35][O:34][CH2:33][CH2:32]4)=[CH:25][C:24]=3[F:30])[N:17]=[CH:16][N:15]=2)[CH2:9][CH2:8]1)=[O:6])([CH3:3])[CH3:2], predict the reactants needed to synthesize it. The reactants are: [CH:1]([O:4][C:5]([N:7]1[CH2:12][CH2:11][CH:10]([O:13][C:14]2[C:19]([C:20]#[N:21])=[C:18]([NH:22][C:23]3[CH:28]=[CH:27][C:26](I)=[CH:25][C:24]=3[F:30])[N:17]=[CH:16][N:15]=2)[CH2:9][CH2:8]1)=[O:6])([CH3:3])[CH3:2].[NH:31]1[CH2:36][CH2:35][O:34][CH2:33][CH2:32]1.N1CCC[C@H]1C(O)=O.C(=O)([O-])[O-].[K+].[K+]. (3) Given the product [CH:8]1([CH2:13][C@H:14]([CH2:35][N:36]([CH:45]=[O:46])[O:37][CH2:38][C:39]2[CH:44]=[CH:43][CH:42]=[CH:41][CH:40]=2)[C:15]([N:17]2[C@H:21]([C:22]([NH:72][C:67]3[C:66]([O:65][CH3:64])=[N:71][CH:70]=[CH:69][N:68]=3)=[O:23])[CH2:20][CH2:19][N:18]2[CH3:25])=[O:16])[CH2:9][CH2:10][CH2:11][CH2:12]1, predict the reactants needed to synthesize it. The reactants are: CN1CCOCC1.[CH:8]1([CH2:13][C@H:14]([CH2:35][N:36]([CH:45]=[O:46])[O:37][CH2:38][C:39]2[CH:44]=[CH:43][CH:42]=[CH:41][CH:40]=2)[C:15]([N:17]2[C@H:21]([C:22](O)=[O:23])[CH2:20][CH2:19][N:18]2[C:25](OCC2C=CC=CC=2)=O)=[O:16])[CH2:12][CH2:11][CH2:10][CH2:9]1.COC1N=C(OC)N=C([N+]2(C)CCOCC2)N=1.[CH3:64][O:65][C:66]1[C:67]([NH2:72])=[N:68][CH:69]=[CH:70][N:71]=1. (4) Given the product [ClH:32].[N:1]([CH2:4][C:5]1[C:10]([CH2:11][CH3:12])=[N:9][C:8]2[N:13]([CH2:16][CH3:17])[N:14]=[CH:15][C:7]=2[C:6]=1[NH:18][CH:19]1[CH2:20][CH2:21][NH:22][CH2:23][CH2:24]1)=[N+:2]=[N-:3], predict the reactants needed to synthesize it. The reactants are: [N:1]([CH2:4][C:5]1[C:6]([NH:18][CH:19]2[CH2:24][CH2:23][N:22](C(OC(C)(C)C)=O)[CH2:21][CH2:20]2)=[C:7]2[CH:15]=[N:14][N:13]([CH2:16][CH3:17])[C:8]2=[N:9][C:10]=1[CH2:11][CH3:12])=[N+:2]=[N-:3].[ClH:32].